From a dataset of Catalyst prediction with 721,799 reactions and 888 catalyst types from USPTO. Predict which catalyst facilitates the given reaction. (1) Reactant: [Cl:1][C:2]1[N:7]=[CH:6][C:5]([CH2:8][C:9]([NH:11][C:12]2[CH:17]=[CH:16][C:15]([CH3:18])=[CH:14][CH:13]=2)=O)=[CH:4][CH:3]=1.B.O1CCCC1. Product: [Cl:1][C:2]1[N:7]=[CH:6][C:5]([CH2:8][CH2:9][NH:11][C:12]2[CH:13]=[CH:14][C:15]([CH3:18])=[CH:16][CH:17]=2)=[CH:4][CH:3]=1. The catalyst class is: 7. (2) Reactant: Br[CH2:2][C:3]([C:5]1[CH:10]=[CH:9][N:8]=[C:7]([Cl:11])[N:6]=1)=O.[CH3:12][C:13]([CH3:18])([CH3:17])[C:14](=[S:16])[NH2:15]. Product: [C:13]([C:14]1[S:16][CH:2]=[C:3]([C:5]2[CH:10]=[CH:9][N:8]=[C:7]([Cl:11])[N:6]=2)[N:15]=1)([CH3:18])([CH3:17])[CH3:12]. The catalyst class is: 14.